From a dataset of Forward reaction prediction with 1.9M reactions from USPTO patents (1976-2016). Predict the product of the given reaction. Given the reactants [C:1]([OH:13])(=O)[C:2]1[CH:11]=[CH:10][C:9]2[C:4](=[CH:5][CH:6]=[CH:7][CH:8]=2)[N:3]=1.CN(C(ON1N=NC2C=CC=NC1=2)=[N+](C)C)C.F[P-](F)(F)(F)(F)F.CCN(C(C)C)C(C)C.[Br:47][C:48]1[N:53]2[CH:54]=[C:55]([NH2:57])[N:56]=[C:52]2[C:51]([N:58]2[CH2:63][CH2:62][O:61][CH2:60][CH2:59]2)=[N:50][CH:49]=1, predict the reaction product. The product is: [Br:47][C:48]1[N:53]2[CH:54]=[C:55]([NH:57][C:1]([C:2]3[CH:11]=[CH:10][C:9]4[C:4](=[CH:5][CH:6]=[CH:7][CH:8]=4)[N:3]=3)=[O:13])[N:56]=[C:52]2[C:51]([N:58]2[CH2:59][CH2:60][O:61][CH2:62][CH2:63]2)=[N:50][CH:49]=1.